From a dataset of Peptide-MHC class I binding affinity with 185,985 pairs from IEDB/IMGT. Regression. Given a peptide amino acid sequence and an MHC pseudo amino acid sequence, predict their binding affinity value. This is MHC class I binding data. (1) The peptide sequence is VLKPSVIEE. The MHC is HLA-A11:01 with pseudo-sequence HLA-A11:01. The binding affinity (normalized) is 0. (2) The peptide sequence is ILANERYRSA. The MHC is HLA-A68:02 with pseudo-sequence HLA-A68:02. The binding affinity (normalized) is 0.0588. (3) The peptide sequence is CRAPRRQG. The MHC is Mamu-B03 with pseudo-sequence Mamu-B03. The binding affinity (normalized) is 0.391. (4) The peptide sequence is IIYSKAGNIL. The MHC is HLA-A02:03 with pseudo-sequence HLA-A02:03. The binding affinity (normalized) is 0.565. (5) The peptide sequence is RRYDKLMSF. The MHC is HLA-A02:06 with pseudo-sequence HLA-A02:06. The binding affinity (normalized) is 0.355. (6) The peptide sequence is TSMAMTCIAV. The MHC is HLA-A68:02 with pseudo-sequence HLA-A68:02. The binding affinity (normalized) is 0.953. (7) The peptide sequence is SLVAIHLAC. The MHC is HLA-B51:01 with pseudo-sequence HLA-B51:01. The binding affinity (normalized) is 0.0847.